This data is from Full USPTO retrosynthesis dataset with 1.9M reactions from patents (1976-2016). The task is: Predict the reactants needed to synthesize the given product. (1) Given the product [CH:19]([C:15]1[CH:14]=[C:13]([N:3]2[C:4]3[C:9](=[CH:8][CH:7]=[CH:6][CH:5]=3)[C:10]([CH:11]=[O:12])=[C:2]2[CH:22]2[CH2:23][NH:24][CH2:25][CH2:26][NH:21]2)[CH:18]=[CH:17][CH:16]=1)=[O:20], predict the reactants needed to synthesize it. The reactants are: Cl[C:2]1[N:3]([C:13]2[CH:18]=[CH:17][CH:16]=[C:15]([CH:19]=[O:20])[CH:14]=2)[C:4]2[C:9]([C:10]=1[CH:11]=[O:12])=[CH:8][CH:7]=[CH:6][CH:5]=2.[NH:21]1[CH2:26][CH2:25][NH:24][CH2:23][CH2:22]1. (2) Given the product [C:23]([C:22]1[CH:25]=[CH:26][N:27]=[C:20]([NH:17][C@H:15]2[CH2:16][N:11]([C:9]([O:8][CH2:1][C:2]3[CH:7]=[CH:6][CH:5]=[CH:4][CH:3]=3)=[O:10])[C@H:12]([CH3:18])[CH2:13][CH2:14]2)[C:21]=1[O:28][CH3:29])#[N:24], predict the reactants needed to synthesize it. The reactants are: [CH2:1]([O:8][C:9]([N:11]1[CH2:16][CH:15]([NH2:17])[CH2:14][CH2:13][CH:12]1[CH3:18])=[O:10])[C:2]1[CH:7]=[CH:6][CH:5]=[CH:4][CH:3]=1.Cl[C:20]1[C:21]([O:28][CH3:29])=[C:22]([CH:25]=[CH:26][N:27]=1)[C:23]#[N:24].CC([O-])(C)C.[Na+]. (3) Given the product [NH:1]1[C:4]2=[CH:5][N:6]=[CH:7][CH:8]=[C:9]2[CH:10]=[C:11]1[C:12]([O:14][CH2:15][CH3:16])=[O:13], predict the reactants needed to synthesize it. The reactants are: [N+:1]([C:4]1[CH:5]=[N:6][CH:7]=[CH:8][C:9]=1[CH2:10][C:11](=O)[C:12]([O:14][CH2:15][CH3:16])=[O:13])([O-])=O.[H][H]. (4) Given the product [CH:1]([O:7][C:16](=[O:17])[CH:10]([CH3:11])[CH3:9])=[CH:2][CH:3]=[CH:4][CH2:5][CH3:6], predict the reactants needed to synthesize it. The reactants are: [CH:1](=[O:7])[CH2:2]/[CH:3]=[CH:4]/[CH2:5][CH3:6].C[CH:9]1C=C(C)C[CH2:11][CH:10]1[CH:16]=[O:17].C(OC(=O)C(C)C)(=O)C(C)C.C(OC(=O)C)(=O)C. (5) Given the product [C:26]1([CH3:29])[CH:27]=[CH:28][C:23]([C:6]2[C:7]([NH:11][S:12]([CH:15]=[CH:16][C:17]3[CH:22]=[CH:21][CH:20]=[CH:19][CH:18]=3)(=[O:13])=[O:14])=[N:8][CH:9]=[N:10][C:5]=2[O:4][CH2:3][CH2:2][O:1][C:38]2[CH:43]=[CH:42][C:41]([C:44]([F:47])([F:46])[F:45])=[CH:40][N:39]=2)=[CH:24][CH:25]=1, predict the reactants needed to synthesize it. The reactants are: [OH:1][CH2:2][CH2:3][O:4][C:5]1[N:10]=[CH:9][N:8]=[C:7]([NH:11][S:12]([CH:15]=[CH:16][C:17]2[CH:22]=[CH:21][CH:20]=[CH:19][CH:18]=2)(=[O:14])=[O:13])[C:6]=1[C:23]1[CH:28]=[CH:27][C:26]([CH3:29])=[CH:25][CH:24]=1.[H-].[Na+].CN(C=O)C.Cl[C:38]1[CH:43]=[CH:42][C:41]([C:44]([F:47])([F:46])[F:45])=[CH:40][N:39]=1. (6) Given the product [C:39]1([S:97][CH2:1][CH2:2][CH2:3][CH2:4][C:5]([N:7]([CH2:8][C:9]2[CH:14]=[CH:13][C:12]([C:15]3[CH:16]=[CH:17][CH:18]=[CH:19][C:20]=3[C:21]3[NH:25][N:24]=[N:23][N:22]=3)=[CH:11][CH:10]=2)[C@H:26]([C:30]([OH:32])=[O:31])[CH:27]([CH3:29])[CH3:28])=[O:6])[CH:44]=[CH:43][CH:42]=[CH:41][CH:40]=1, predict the reactants needed to synthesize it. The reactants are: [CH3:1][CH2:2][CH2:3][CH2:4][C:5]([N:7]([C@H:26]([C:30]([OH:32])=[O:31])[CH:27]([CH3:29])[CH3:28])[CH2:8][C:9]1[CH:10]=[CH:11][C:12]([C:15]2[CH:16]=[CH:17][CH:18]=[CH:19][C:20]=2[C:21]2[NH:22][N:23]=[N:24][N:25]=2)=[CH:13][CH:14]=1)=[O:6].COC(=O)[C@H](C(C)C)NC[C:39]1[CH:44]=[CH:43][C:42]([C:39]2[CH:44]=[CH:43][CH:42]=[CH:41][C:40]=2C#N)=[CH:41][CH:40]=1.N1C(C2C=CC=CC=2C2C=CC(CN[C@H](C(O)=O)C(C)C)=CC=2)=NN=N1.[N-]=[N+]=[N-].C1(CCCCC(O)=[S:97])C=CC=CC=1. (7) The reactants are: CC(C)(C)C([NH:5][C:6]1[CH:11]=[CH:10][CH:9]=[C:8]([CH2:12][N:13]([CH3:17])[CH2:14][CH2:15][CH3:16])[N:7]=1)=O.[OH-].[Na+]. Given the product [CH3:17][N:13]([CH2:12][C:8]1[N:7]=[C:6]([NH2:5])[CH:11]=[CH:10][CH:9]=1)[CH2:14][CH2:15][CH3:16], predict the reactants needed to synthesize it.